From a dataset of Reaction yield outcomes from USPTO patents with 853,638 reactions. Predict the reaction yield, written as a fraction of the theoretical maximum amount of product (1.0 means a 100% yield; for example, 0.34 means a 34% yield). (1) The reactants are Br[C:2]1[CH:3]=[C:4]2[C:8](=[CH:9][C:10]=1[Cl:11])[NH:7][CH:6]=[C:5]2[CH:12]=[O:13].[OH:14][CH2:15][C:16]1[CH:21]=[CH:20][C:19](B(O)O)=[CH:18][CH:17]=1.C(=O)([O-])[O-].[K+].[K+]. The catalyst is C1(C)C=CC=CC=1.CCO.CCOC(C)=O.CCOC(C)=O.CCCCCCC.C1C=CC(P(C2C=CC=CC=2)[C-]2C=CC=C2)=CC=1.C1C=CC(P(C2C=CC=CC=2)[C-]2C=CC=C2)=CC=1.Cl[Pd]Cl.[Fe+2]. The product is [Cl:11][C:10]1[CH:9]=[C:8]2[C:4]([C:5]([CH:12]=[O:13])=[CH:6][NH:7]2)=[CH:3][C:2]=1[C:19]1[CH:20]=[CH:21][C:16]([CH2:15][OH:14])=[CH:17][CH:18]=1. The yield is 0.200. (2) The reactants are [CH3:1][N:2]([S:21]([C:24]1[CH:29]=[CH:28][CH:27]=[CH:26][N:25]=1)(=[O:23])=[O:22])[C:3]1[CH:4]=[CH:5][CH:6]=[C:7]2[C:11]=1[NH:10][C:9]([C:12]1[S:13][CH:14]([CH2:17][C:18](O)=[O:19])[CH2:15][N:16]=1)=[CH:8]2.C[N:31](C)C=O.Cl.CN(C)CCCN=C=NCC. The catalyst is C(OCC)(=O)C. The product is [CH3:1][N:2]([S:21]([C:24]1[CH:29]=[CH:28][CH:27]=[CH:26][N:25]=1)(=[O:22])=[O:23])[C:3]1[CH:4]=[CH:5][CH:6]=[C:7]2[C:11]=1[NH:10][C:9]([C:12]1[S:13][CH:14]([CH2:17][C:18]([NH2:31])=[O:19])[CH2:15][N:16]=1)=[CH:8]2. The yield is 0.830.